This data is from Peptide-MHC class II binding affinity with 134,281 pairs from IEDB. The task is: Regression. Given a peptide amino acid sequence and an MHC pseudo amino acid sequence, predict their binding affinity value. This is MHC class II binding data. (1) The peptide sequence is STTVSTEQNVPDPQV. The MHC is DRB1_0901 with pseudo-sequence DRB1_0901. The binding affinity (normalized) is 0.141. (2) The peptide sequence is LPRPPATPPPPPPPQ. The MHC is HLA-DPA10301-DPB10402 with pseudo-sequence HLA-DPA10301-DPB10402. The binding affinity (normalized) is 0. (3) The peptide sequence is INLIIHYVDRPGALG. The MHC is DRB1_0802 with pseudo-sequence DRB1_0802. The binding affinity (normalized) is 0.576. (4) The binding affinity (normalized) is 0.744. The MHC is DRB1_1501 with pseudo-sequence DRB1_1501. The peptide sequence is ARTDLLAFTAFPKQI. (5) The peptide sequence is GNCTTNILEAKYWCP. The MHC is DRB1_0801 with pseudo-sequence DRB1_0801. The binding affinity (normalized) is 0.252. (6) The peptide sequence is LGHDGTVWAQSADFP. The MHC is HLA-DQA10301-DQB10302 with pseudo-sequence HLA-DQA10301-DQB10302. The binding affinity (normalized) is 0.437.